From a dataset of Forward reaction prediction with 1.9M reactions from USPTO patents (1976-2016). Predict the product of the given reaction. (1) Given the reactants [CH3:1][O:2][C:3]([N:5]1[CH2:10][CH:9]=[C:8]([C:11]2[CH:16]=[CH:15][CH:14]=[C:13]([S:17]([CH3:20])(=[O:19])=[O:18])[CH:12]=2)[CH2:7][CH2:6]1)=[O:4].Cl, predict the reaction product. The product is: [CH3:1][O:2][C:3]([N:5]1[CH2:10][CH2:9][CH:8]([C:11]2[CH:16]=[CH:15][CH:14]=[C:13]([S:17]([CH3:20])(=[O:19])=[O:18])[CH:12]=2)[CH2:7][CH2:6]1)=[O:4]. (2) Given the reactants [CH3:1][O:2][C:3](=[O:39])[C:4]1[CH:9]=[CH:8][C:7]([CH2:10][N:11]2[CH:15]=[C:14]([C:16]3[CH:21]=[CH:20][C:19]([Cl:22])=[CH:18][C:17]=3[Cl:23])[N:13]=[C:12]2/[CH:24]=[CH:25]/[C:26]2[CH:31]=[CH:30][C:29]([C:32]3[CH:37]=[CH:36][C:35]([OH:38])=[CH:34][CH:33]=3)=[CH:28][CH:27]=2)=[CH:6][CH:5]=1.F[C:41]1[CH:46]=[CH:45][C:44]([N+:47]([O-:49])=[O:48])=[CH:43][CH:42]=1, predict the reaction product. The product is: [CH3:1][O:2][C:3](=[O:39])[C:4]1[CH:9]=[CH:8][C:7]([CH2:10][N:11]2[CH:15]=[C:14]([C:16]3[CH:21]=[CH:20][C:19]([Cl:22])=[CH:18][C:17]=3[Cl:23])[N:13]=[C:12]2/[CH:24]=[CH:25]/[C:26]2[CH:31]=[CH:30][C:29]([C:32]3[CH:33]=[CH:34][C:35]([O:38][C:41]4[CH:46]=[CH:45][C:44]([N+:47]([O-:49])=[O:48])=[CH:43][CH:42]=4)=[CH:36][CH:37]=3)=[CH:28][CH:27]=2)=[CH:6][CH:5]=1.